From a dataset of Full USPTO retrosynthesis dataset with 1.9M reactions from patents (1976-2016). Predict the reactants needed to synthesize the given product. Given the product [Cl:1][C:2]1[CH:3]=[C:4]([CH:9]([C:26]([F:29])([F:28])[F:27])/[CH:10]=[CH:11]/[C:12]2[CH:24]=[CH:23][C:15]([C:16]([NH:18][CH:19]3[CH2:22][S:32](=[O:34])(=[O:31])[CH2:20]3)=[O:17])=[C:14]([F:25])[CH:13]=2)[CH:5]=[C:6]([Cl:8])[CH:7]=1, predict the reactants needed to synthesize it. The reactants are: [Cl:1][C:2]1[CH:3]=[C:4]([CH:9]([C:26]([F:29])([F:28])[F:27])/[CH:10]=[CH:11]/[C:12]2[CH:24]=[CH:23][C:15]([C:16]([NH:18][CH:19]3[CH2:22]S[CH2:20]3)=[O:17])=[C:14]([F:25])[CH:13]=2)[CH:5]=[C:6]([Cl:8])[CH:7]=1.O[O:31][S:32]([O-:34])=O.[K+].